Dataset: Forward reaction prediction with 1.9M reactions from USPTO patents (1976-2016). Task: Predict the product of the given reaction. (1) Given the reactants Cl[S:2]([C:5]1[CH:6]=[C:7]([CH:11]=[CH:12][CH:13]=1)[C:8]([OH:10])=O)(=[O:4])=[O:3].[F:14][C:15]([F:25])([F:24])[O:16][C:17]1[CH:23]=[CH:22][C:20]([NH2:21])=[CH:19][CH:18]=1.[NH2:26][C:27]1[CH:36]=[CH:35][C:34]([Br:37])=[CH:33][C:28]=1[C:29]([O:31]C)=[O:30], predict the reaction product. The product is: [Br:37][C:34]1[CH:35]=[CH:36][C:27]([NH:26][C:8](=[O:10])[C:7]2[CH:11]=[CH:12][CH:13]=[C:5]([S:2](=[O:3])(=[O:4])[NH:21][C:20]3[CH:22]=[CH:23][C:17]([O:16][C:15]([F:24])([F:25])[F:14])=[CH:18][CH:19]=3)[CH:6]=2)=[C:28]([CH:33]=1)[C:29]([OH:31])=[O:30]. (2) Given the reactants [CH3:1][C:2]1[CH:11]=[C:10]2[C:5]([CH2:6][CH2:7][CH2:8][C:9]2=[N:12]O)=[CH:4][CH:3]=1, predict the reaction product. The product is: [CH3:1][C:2]1[CH:11]=[C:10]2[C:5]([CH2:6][CH2:7][CH2:8][CH:9]2[NH2:12])=[CH:4][CH:3]=1. (3) Given the reactants [Cl:1][C:2]1[CH:10]=[CH:9][C:8]([C:11]2[N:12]([C:22]([O:24][C:25]([CH3:28])([CH3:27])[CH3:26])=[O:23])[C:13]3[C:18]([CH:19]=2)=[CH:17][C:16](C=O)=[CH:15][CH:14]=3)=[C:7]2[C:3]=1[CH2:4][NH:5][C:6]2=[O:29].[CH3:30][NH:31][CH2:32][CH:33]([OH:36])[CH2:34][OH:35].[C:37](O[BH-](OC(=O)C)OC(=O)C)(=O)C.[Na+], predict the reaction product. The product is: [Cl:1][C:2]1[CH:10]=[CH:9][C:8]([C:11]2[N:12]([C:22]([O:24][C:25]([CH3:28])([CH3:26])[CH3:27])=[O:23])[C:13]3[C:18]([CH:19]=2)=[CH:17][C:16]([CH2:30][N:31]([CH2:32][CH:33]([OH:36])[CH2:34][OH:35])[CH3:37])=[CH:15][CH:14]=3)=[C:7]2[C:3]=1[CH2:4][NH:5][C:6]2=[O:29]. (4) Given the reactants [Cl:1][C:2]1[N:27]=[C:26]([Cl:28])[CH:25]=[C:24]([CH3:29])[C:3]=1[C:4]([NH:6][CH2:7][CH2:8][C@H:9]([N:11]1[CH2:16][CH2:15][CH:14]([NH:17][CH2:18][C:19]2[CH:23]=[CH:22][S:21][CH:20]=2)[CH2:13][CH2:12]1)[CH3:10])=[O:5].C(O[C:35]([N:37]([CH2:39][C:40](O)=[O:41])C)=O)(C)(C)C.C1C=CC2N(O)N=NC=2C=1.CCN(C(C)C)C(C)C.CCN=C=NCCCN(C)C, predict the reaction product. The product is: [Cl:1][C:2]1[N:27]=[C:26]([Cl:28])[CH:25]=[C:24]([CH3:29])[C:3]=1[C:4]([NH:6][CH2:7][CH2:8][C@H:9]([N:11]1[CH2:16][CH2:15][CH:14]([N:17]([C:40](=[O:41])[CH2:39][NH:37][CH3:35])[CH2:18][C:19]2[CH:23]=[CH:22][S:21][CH:20]=2)[CH2:13][CH2:12]1)[CH3:10])=[O:5].